Predict the reactants needed to synthesize the given product. From a dataset of Full USPTO retrosynthesis dataset with 1.9M reactions from patents (1976-2016). (1) Given the product [CH2:1]([O:3][C:4](=[O:19])[CH:5]([O:16][CH2:17][CH3:18])[CH2:6][C:7]1[CH:15]=[CH:14][CH:13]=[C:12]2[C:8]=1[CH:9]=[CH:10][N:11]2[CH2:21][C:22]1[N:23]=[C:24]([C:28]2[CH:33]=[CH:32][CH:31]=[CH:30][C:29]=2[Cl:34])[O:25][C:26]=1[CH3:27])[CH3:2], predict the reactants needed to synthesize it. The reactants are: [CH2:1]([O:3][C:4](=[O:19])[CH:5]([O:16][CH2:17][CH3:18])[CH2:6][C:7]1[CH:15]=[CH:14][CH:13]=[C:12]2[C:8]=1[CH:9]=[CH:10][NH:11]2)[CH3:2].Cl[CH2:21][C:22]1[N:23]=[C:24]([C:28]2[CH:33]=[CH:32][CH:31]=[CH:30][C:29]=2[Cl:34])[O:25][C:26]=1[CH3:27].[H-].[Na+]. (2) Given the product [C:1]12([C:11]3[CH:21]=[CH:20][C:14]([O:15][CH2:16][C:17]([N:23]([CH3:24])[CH3:22])=[O:18])=[CH:13][CH:12]=3)[CH2:10][CH:5]3[CH2:6][CH:7]([CH2:9][CH:3]([CH2:4]3)[CH2:2]1)[CH2:8]2, predict the reactants needed to synthesize it. The reactants are: [C:1]12([C:11]3[CH:21]=[CH:20][C:14]([O:15][CH2:16][C:17](O)=[O:18])=[CH:13][CH:12]=3)[CH2:10][CH:5]3[CH2:6][CH:7]([CH2:9][CH:3]([CH2:4]3)[CH2:2]1)[CH2:8]2.[CH3:22][NH:23][CH3:24].Cl.C(N=C=NCCCN(C)C)C.O.ON1C2C=CC=CC=2N=N1.C(N(CC)C(C)C)(C)C. (3) Given the product [NH2:16][C:8]1[CH2:9][CH:4]([CH:1]([CH3:3])[CH3:2])[CH2:5][C:6](=[O:11])[CH:7]=1, predict the reactants needed to synthesize it. The reactants are: [CH:1]([CH:4]1[CH2:9][C:8](=O)[CH2:7][C:6](=[O:11])[CH2:5]1)([CH3:3])[CH3:2].C([O-])(=O)C.[NH4+:16].